This data is from Peptide-MHC class I binding affinity with 185,985 pairs from IEDB/IMGT. The task is: Regression. Given a peptide amino acid sequence and an MHC pseudo amino acid sequence, predict their binding affinity value. This is MHC class I binding data. (1) The MHC is HLA-A02:12 with pseudo-sequence HLA-A02:12. The peptide sequence is KVSVGSYFC. The binding affinity (normalized) is 0.0847. (2) The peptide sequence is LSDAIFDDL. The MHC is HLA-A69:01 with pseudo-sequence HLA-A69:01. The binding affinity (normalized) is 0.0847. (3) The peptide sequence is PRRCLKPVIL. The MHC is HLA-B08:01 with pseudo-sequence HLA-B08:01. The binding affinity (normalized) is 0.269. (4) The MHC is HLA-A68:01 with pseudo-sequence HLA-A68:01. The peptide sequence is GIPHPAGLK. The binding affinity (normalized) is 0.285. (5) The peptide sequence is MMATIGIAL. The MHC is HLA-A02:03 with pseudo-sequence HLA-A02:03. The binding affinity (normalized) is 0.840. (6) The peptide sequence is SSRRYRCSF. The MHC is HLA-B08:01 with pseudo-sequence HLA-B08:01. The binding affinity (normalized) is 0.774. (7) The peptide sequence is YPMSIPATL. The MHC is HLA-B45:06 with pseudo-sequence HLA-B45:06. The binding affinity (normalized) is 0.213. (8) The peptide sequence is EENIGIYKEL. The MHC is H-2-Kk with pseudo-sequence H-2-Kk. The binding affinity (normalized) is 0.586. (9) The peptide sequence is SLSNLDFRL. The MHC is HLA-A02:03 with pseudo-sequence HLA-A02:03. The binding affinity (normalized) is 0.309.